Predict the product of the given reaction. From a dataset of Forward reaction prediction with 1.9M reactions from USPTO patents (1976-2016). (1) Given the reactants [Cl:1][C:2]1[C:3]2[CH:10]=[CH:9][N:8]([S:11]([C:14]3[CH:19]=[CH:18][CH:17]=[CH:16][CH:15]=3)(=[O:13])=[O:12])[C:4]=2[N:5]=[CH:6][N:7]=1.[CH3:20]N(CCN(C)C)C.[Li]CCCC.CI, predict the reaction product. The product is: [Cl:1][C:2]1[C:3]2[CH:10]=[C:9]([CH3:20])[N:8]([S:11]([C:14]3[CH:19]=[CH:18][CH:17]=[CH:16][CH:15]=3)(=[O:13])=[O:12])[C:4]=2[N:5]=[CH:6][N:7]=1. (2) The product is: [C:1]12([CH2:11][NH:12][C:13]([C:15]3[N:16]4[CH:23]=[C:24]([C:25]([O:27][CH2:28][CH3:29])=[O:26])[N:21]=[C:17]4[CH:18]=[CH:19][CH:20]=3)=[O:14])[CH2:2][CH:3]3[CH2:9][CH:7]([CH2:6][CH:5]([CH2:4]3)[CH2:10]1)[CH2:8]2. Given the reactants [C:1]12([CH2:11][NH:12][C:13]([C:15]3[CH:20]=[CH:19][CH:18]=[C:17]([NH2:21])[N:16]=3)=[O:14])[CH2:10][CH:5]3[CH2:6][CH:7]([CH2:9][CH:3]([CH2:4]3)[CH2:2]1)[CH2:8]2.Br[CH2:23][C:24](=O)[C:25]([O:27][CH2:28][CH3:29])=[O:26], predict the reaction product. (3) Given the reactants [C:1]1([CH2:7][C:8](=O)[CH2:9][C:10](=O)[CH3:11])[CH:6]=[CH:5][CH:4]=[CH:3][CH:2]=1.[C:14]([CH2:16][C:17]([NH2:19])=[O:18])#[N:15].N1CCCCC1, predict the reaction product. The product is: [CH3:11][C:10]1[NH:19][C:17](=[O:18])[C:16]([C:14]#[N:15])=[C:8]([CH2:7][C:1]2[CH:6]=[CH:5][CH:4]=[CH:3][CH:2]=2)[CH:9]=1.[CH3:11][C:10]1[CH:9]=[C:8]([CH2:7][C:1]2[CH:6]=[CH:5][CH:4]=[CH:3][CH:2]=2)[NH:19][C:17](=[O:18])[C:16]=1[C:14]#[N:15]. (4) Given the reactants [CH3:1][O:2][C:3]1[CH:4]=[C:5]([CH2:11][CH2:12][NH2:13])[CH:6]=[CH:7][C:8]=1[O:9][CH3:10].[CH:14]1([CH:17]=O)[CH2:16][CH2:15]1, predict the reaction product. The product is: [CH:14]1([CH2:17][NH:13][CH2:12][CH2:11][C:5]2[CH:6]=[CH:7][C:8]([O:9][CH3:10])=[C:3]([O:2][CH3:1])[CH:4]=2)[CH2:16][CH2:15]1. (5) Given the reactants [O:1]=[C:2]1[N:6]([C:7]2[CH:14]=[CH:13][C:10]([C:11]#[N:12])=[C:9]([C:15]([F:18])([F:17])[F:16])[CH:8]=2)[C@@H:5]2[CH2:19][CH2:20][CH2:21][CH2:22][C@H:4]2[NH:3]1.[CH2:23]([N:30]([CH2:42][C:43]1[CH:48]=[CH:47][CH:46]=[CH:45][CH:44]=1)[S:31]([C:34]1[CH:39]=[CH:38][C:37](Br)=[CH:36][C:35]=1[F:41])(=[O:33])=[O:32])[C:24]1[CH:29]=[CH:28][CH:27]=[CH:26][CH:25]=1, predict the reaction product. The product is: [CH2:42]([N:30]([CH2:23][C:24]1[CH:29]=[CH:28][CH:27]=[CH:26][CH:25]=1)[S:31]([C:34]1[CH:39]=[CH:38][C:37]([N:3]2[C@@H:4]3[CH2:22][CH2:21][CH2:20][CH2:19][C@H:5]3[N:6]([C:7]3[CH:14]=[CH:13][C:10]([C:11]#[N:12])=[C:9]([C:15]([F:18])([F:16])[F:17])[CH:8]=3)[C:2]2=[O:1])=[CH:36][C:35]=1[F:41])(=[O:33])=[O:32])[C:43]1[CH:44]=[CH:45][CH:46]=[CH:47][CH:48]=1. (6) Given the reactants [N:1]1[C:9]2[C:4](=[N:5][CH:6]=[C:7]([NH:10]C=O)[CH:8]=2)[NH:3][CH:2]=1.[ClH:13], predict the reaction product. The product is: [ClH:13].[N:1]1[C:9]2[C:4](=[N:5][CH:6]=[C:7]([NH2:10])[CH:8]=2)[NH:3][CH:2]=1. (7) The product is: [CH3:1][C:2]1[C:6]([CH3:7])=[C:5]([NH:8][C:9]([N:31]2[CH2:32][CH2:33][N:28]([C:26]3[S:25][N:24]=[C:23]([C:17]4[CH:22]=[CH:21][CH:20]=[CH:19][CH:18]=4)[N:27]=3)[CH2:29][CH2:30]2)=[O:16])[O:4][N:3]=1. Given the reactants [CH3:1][C:2]1[C:6]([CH3:7])=[C:5]([NH:8][C:9](=[O:16])OCC(Cl)(Cl)Cl)[O:4][N:3]=1.[C:17]1([C:23]2[N:27]=[C:26]([N:28]3[CH2:33][CH2:32][NH:31][CH2:30][CH2:29]3)[S:25][N:24]=2)[CH:22]=[CH:21][CH:20]=[CH:19][CH:18]=1.C(N(C(C)C)CC)(C)C.O, predict the reaction product.